This data is from NCI-60 drug combinations with 297,098 pairs across 59 cell lines. The task is: Regression. Given two drug SMILES strings and cell line genomic features, predict the synergy score measuring deviation from expected non-interaction effect. (1) Drug 1: CN1C2=C(C=C(C=C2)N(CCCl)CCCl)N=C1CCCC(=O)O.Cl. Drug 2: COC1=C2C(=CC3=C1OC=C3)C=CC(=O)O2. Cell line: HCT116. Synergy scores: CSS=0.652, Synergy_ZIP=-0.938, Synergy_Bliss=-2.48, Synergy_Loewe=-2.57, Synergy_HSA=-1.42. (2) Drug 2: CC(C)(C#N)C1=CC(=CC(=C1)CN2C=NC=N2)C(C)(C)C#N. Drug 1: CCCCCOC(=O)NC1=NC(=O)N(C=C1F)C2C(C(C(O2)C)O)O. Synergy scores: CSS=-13.8, Synergy_ZIP=19.8, Synergy_Bliss=19.0, Synergy_Loewe=-19.5, Synergy_HSA=-11.4. Cell line: HCT-15. (3) Drug 1: CC=C1C(=O)NC(C(=O)OC2CC(=O)NC(C(=O)NC(CSSCCC=C2)C(=O)N1)C(C)C)C(C)C. Drug 2: C1CC(=O)NC(=O)C1N2C(=O)C3=CC=CC=C3C2=O. Cell line: MDA-MB-435. Synergy scores: CSS=-8.36, Synergy_ZIP=0.724, Synergy_Bliss=-6.77, Synergy_Loewe=-8.90, Synergy_HSA=-10.3. (4) Drug 1: C1=CN(C(=O)N=C1N)C2C(C(C(O2)CO)O)O.Cl. Drug 2: CC1C(C(CC(O1)OC2CC(CC3=C2C(=C4C(=C3O)C(=O)C5=C(C4=O)C(=CC=C5)OC)O)(C(=O)CO)O)N)O.Cl. Cell line: RPMI-8226. Synergy scores: CSS=46.4, Synergy_ZIP=-3.02, Synergy_Bliss=-2.83, Synergy_Loewe=-12.9, Synergy_HSA=0.280.